This data is from NCI-60 drug combinations with 297,098 pairs across 59 cell lines. The task is: Regression. Given two drug SMILES strings and cell line genomic features, predict the synergy score measuring deviation from expected non-interaction effect. (1) Drug 1: C1=C(C(=O)NC(=O)N1)N(CCCl)CCCl. Drug 2: CC1C(C(CC(O1)OC2CC(CC3=C2C(=C4C(=C3O)C(=O)C5=CC=CC=C5C4=O)O)(C(=O)C)O)N)O. Cell line: HCT116. Synergy scores: CSS=45.7, Synergy_ZIP=-6.01, Synergy_Bliss=-5.71, Synergy_Loewe=-2.23, Synergy_HSA=0.618. (2) Drug 2: CN(CC1=CN=C2C(=N1)C(=NC(=N2)N)N)C3=CC=C(C=C3)C(=O)NC(CCC(=O)O)C(=O)O. Drug 1: C1CCC(CC1)NC(=O)N(CCCl)N=O. Synergy scores: CSS=50.2, Synergy_ZIP=-2.20, Synergy_Bliss=0.158, Synergy_Loewe=-8.86, Synergy_HSA=3.03. Cell line: ACHN. (3) Drug 1: CN(CCCl)CCCl.Cl. Drug 2: C1C(C(OC1N2C=NC(=NC2=O)N)CO)O. Cell line: SF-268. Synergy scores: CSS=0.227, Synergy_ZIP=-0.838, Synergy_Bliss=2.07, Synergy_Loewe=-2.06, Synergy_HSA=-0.434. (4) Drug 1: C1=C(C(=O)NC(=O)N1)F. Drug 2: CC1=C(N=C(N=C1N)C(CC(=O)N)NCC(C(=O)N)N)C(=O)NC(C(C2=CN=CN2)OC3C(C(C(C(O3)CO)O)O)OC4C(C(C(C(O4)CO)O)OC(=O)N)O)C(=O)NC(C)C(C(C)C(=O)NC(C(C)O)C(=O)NCCC5=NC(=CS5)C6=NC(=CS6)C(=O)NCCC[S+](C)C)O. Cell line: OVCAR-4. Synergy scores: CSS=29.7, Synergy_ZIP=-0.374, Synergy_Bliss=-1.56, Synergy_Loewe=-2.29, Synergy_HSA=-2.16. (5) Drug 1: C1=NC2=C(N=C(N=C2N1C3C(C(C(O3)CO)O)F)Cl)N. Drug 2: CC1CCCC2(C(O2)CC(NC(=O)CC(C(C(=O)C(C1O)C)(C)C)O)C(=CC3=CSC(=N3)C)C)C. Cell line: MOLT-4. Synergy scores: CSS=79.3, Synergy_ZIP=-0.573, Synergy_Bliss=-1.56, Synergy_Loewe=-5.94, Synergy_HSA=-1.84. (6) Drug 1: C1=CC(=CC=C1CCCC(=O)O)N(CCCl)CCCl. Drug 2: C1=CC(=CC=C1C#N)C(C2=CC=C(C=C2)C#N)N3C=NC=N3. Cell line: NCI-H322M. Synergy scores: CSS=1.68, Synergy_ZIP=0.333, Synergy_Bliss=-1.23, Synergy_Loewe=-1.63, Synergy_HSA=-3.58. (7) Drug 1: C1CN1P(=S)(N2CC2)N3CC3. Drug 2: CC12CCC3C(C1CCC2O)C(CC4=C3C=CC(=C4)O)CCCCCCCCCS(=O)CCCC(C(F)(F)F)(F)F. Cell line: OVCAR-8. Synergy scores: CSS=21.4, Synergy_ZIP=-5.02, Synergy_Bliss=-0.423, Synergy_Loewe=-2.05, Synergy_HSA=-2.90. (8) Drug 1: CC1C(C(CC(O1)OC2CC(CC3=C2C(=C4C(=C3O)C(=O)C5=C(C4=O)C(=CC=C5)OC)O)(C(=O)CO)O)N)O.Cl. Drug 2: CS(=O)(=O)OCCCCOS(=O)(=O)C. Cell line: MALME-3M. Synergy scores: CSS=-0.566, Synergy_ZIP=4.06, Synergy_Bliss=-1.89, Synergy_Loewe=-3.20, Synergy_HSA=-3.05. (9) Drug 1: CCCCC(=O)OCC(=O)C1(CC(C2=C(C1)C(=C3C(=C2O)C(=O)C4=C(C3=O)C=CC=C4OC)O)OC5CC(C(C(O5)C)O)NC(=O)C(F)(F)F)O. Drug 2: B(C(CC(C)C)NC(=O)C(CC1=CC=CC=C1)NC(=O)C2=NC=CN=C2)(O)O. Cell line: OVCAR-4. Synergy scores: CSS=27.9, Synergy_ZIP=-3.29, Synergy_Bliss=0.915, Synergy_Loewe=-28.7, Synergy_HSA=0.0300.